From a dataset of Catalyst prediction with 721,799 reactions and 888 catalyst types from USPTO. Predict which catalyst facilitates the given reaction. (1) Reactant: [C:1]([C:4]1[C:9]([O:10][CH3:11])=[CH:8][C:7]([Sn](C)(C)C)=[CH:6][C:5]=1[O:16][CH3:17])(=[O:3])[CH3:2].Cl[C:19]1[CH:24]=[CH:23][C:22]([N:25]([CH3:37])[CH2:26][CH2:27][N:28]([C:30]2[CH:31]=[CH:32][C:33](Cl)=[N:34][CH:35]=2)[CH3:29])=[CH:21][N:20]=1.[F-].[K+]. Product: [C:1]([C:4]1[C:9]([O:10][CH3:11])=[CH:8][C:7]([C:19]2[CH:24]=[CH:23][C:22]([N:25]([CH3:37])[CH2:26][CH2:27][N:28]([C:30]3[CH:31]=[CH:32][C:33]([C:7]4[CH:6]=[C:5]([O:16][CH3:17])[C:4]([C:1](=[O:3])[CH3:2])=[C:9]([O:10][CH3:11])[CH:8]=4)=[N:34][CH:35]=3)[CH3:29])=[CH:21][N:20]=2)=[CH:6][C:5]=1[O:16][CH3:17])(=[O:3])[CH3:2]. The catalyst class is: 109. (2) Reactant: Cl.[O:2]1[C:6]2[CH:7]=[CH:8][CH:9]=[CH:10][C:5]=2[CH:4]=[C:3]1[C:11]1[CH:16]=[CH:15][N:14]([CH2:17][CH2:18][C:19]([CH3:34])([S:30]([CH3:33])(=[O:32])=[O:31])[C:20]([NH:22][O:23]C2CCCCO2)=[O:21])[C:13](=[O:35])[CH:12]=1.O. Product: [O:2]1[C:6]2[CH:7]=[CH:8][CH:9]=[CH:10][C:5]=2[CH:4]=[C:3]1[C:11]1[CH:16]=[CH:15][N:14]([CH2:17][CH2:18][C:19]([CH3:34])([S:30]([CH3:33])(=[O:31])=[O:32])[C:20]([NH:22][OH:23])=[O:21])[C:13](=[O:35])[CH:12]=1. The catalyst class is: 346. (3) Reactant: Cl[C:2]1[CH:7]=[C:6]([NH:8][CH:9]2[CH2:11][CH2:10]2)[N:5]2[N:12]=[CH:13][C:14]([CH:15]=[O:16])=[C:4]2[N:3]=1.[C:17]([N:24]1[CH2:29][CH2:28][NH:27][CH2:26][CH2:25]1)([O:19][C:20]([CH3:23])([CH3:22])[CH3:21])=[O:18].C(=O)([O-])[O-].[K+].[K+].C(N(C(C)C)CC)(C)C. Product: [CH:9]1([NH:8][C:6]2[N:5]3[N:12]=[CH:13][C:14]([CH:15]=[O:16])=[C:4]3[N:3]=[C:2]([N:27]3[CH2:26][CH2:25][N:24]([C:17]([O:19][C:20]([CH3:23])([CH3:22])[CH3:21])=[O:18])[CH2:29][CH2:28]3)[CH:7]=2)[CH2:11][CH2:10]1. The catalyst class is: 35. (4) Reactant: C(Cl)(=O)C(Cl)=[O:3].CS(C)=O.[CH3:11][N:12]([CH3:42])[S:13]([N:16]1[C:20]([CH2:21][CH:22]([C:24]2C=[CH:32][C:27]3[O:28][CH2:29][CH2:30][O:31][C:26]=3[CH:25]=2)O)=[C:19]([CH3:34])[N:18]=[C:17]1[Si](C(C)(C)C)(C)C)(=[O:15])=[O:14].C(N(CC)CC)C. Product: [CH3:42][N:12]([CH3:11])[S:13]([N:16]1[C:20]([CH:21]([C:22]2[CH:24]=[CH:25][C:26]3[O:31][CH2:30][CH2:29][O:28][C:27]=3[CH:32]=2)[OH:3])=[C:19]([CH3:34])[N:18]=[CH:17]1)(=[O:14])=[O:15]. The catalyst class is: 2. (5) Reactant: [N+:1]([C:4]1[CH:14]=[CH:13][C:7]2[N:8]([CH3:12])[C:9](=[O:11])[S:10][C:6]=2[CH:5]=1)([O-])=O.[H][H]. Product: [NH2:1][C:4]1[CH:14]=[CH:13][C:7]2[N:8]([CH3:12])[C:9](=[O:11])[S:10][C:6]=2[CH:5]=1. The catalyst class is: 541. (6) Reactant: [NH2:1][C:2]1[CH:10]=[CH:9][CH:8]=[C:7]2[C:3]=1[C:4](=[O:20])[N:5]([CH:12]1[CH2:17][CH2:16][C:15](=[O:18])[NH:14][C:13]1=[O:19])[C:6]2=[O:11].Cl.[N:22]1[CH:27]=[CH:26][CH:25]=[CH:24][C:23]=1[C:28](Cl)=[O:29]. Product: [O:19]=[C:13]1[CH:12]([N:5]2[C:4](=[O:20])[C:3]3[C:7](=[CH:8][CH:9]=[CH:10][C:2]=3[NH:1][C:28]([C:23]3[CH:24]=[CH:25][CH:26]=[CH:27][N:22]=3)=[O:29])[C:6]2=[O:11])[CH2:17][CH2:16][C:15](=[O:18])[NH:14]1. The catalyst class is: 36.